This data is from Reaction yield outcomes from USPTO patents with 853,638 reactions. The task is: Predict the reaction yield, written as a fraction of the theoretical maximum amount of product (1.0 means a 100% yield; for example, 0.34 means a 34% yield). (1) The reactants are B(Cl)(Cl)Cl.C([O:12][N:13]1[C:19](=[O:20])[N:18]2[CH2:21][C@H:14]1[CH2:15][CH2:16][C@H:17]2[C:22]1[CH:26]=[C:25]([C:27]#[N:28])[O:24][N:23]=1)C1C=CC=CC=1. The catalyst is C(Cl)Cl. The product is [OH:12][N:13]1[C:19](=[O:20])[N:18]2[CH2:21][C@H:14]1[CH2:15][CH2:16][C@H:17]2[C:22]1[CH:26]=[C:25]([C:27]#[N:28])[O:24][N:23]=1. The yield is 0.600. (2) The reactants are [C:1]([O:6][CH3:7])(=[O:5])[C:2]([CH3:4])=[CH2:3].[CH2:8]([NH2:15])[C:9]1[CH:14]=[CH:13][CH:12]=[CH:11][CH:10]=1. The catalyst is CO. The product is [CH2:8]([NH:15][CH2:3][CH:2]([CH3:4])[C:1]([O:6][CH3:7])=[O:5])[C:9]1[CH:14]=[CH:13][CH:12]=[CH:11][CH:10]=1. The yield is 0.650. (3) The reactants are [I:1][C:2]1[CH:7]=[CH:6][C:5]([N:8]2[CH2:13][CH2:12][CH:11]([C:14](=O)[C:15]([F:18])([F:17])[F:16])[C:10](=O)[C:9]2=[O:21])=[CH:4][CH:3]=1.[Cl-].[C:23]([C:25]1[CH:26]=[C:27]([NH:31][NH2:32])[CH:28]=[CH:29][CH:30]=1)#[N:24]. The catalyst is C(O)(=O)C. The product is [C:23]([C:25]1[CH:26]=[C:27]([N:31]2[C:10]3[C:9](=[O:21])[N:8]([C:5]4[CH:6]=[CH:7][C:2]([I:1])=[CH:3][CH:4]=4)[CH2:13][CH2:12][C:11]=3[C:14]([C:15]([F:18])([F:17])[F:16])=[N:32]2)[CH:28]=[CH:29][CH:30]=1)#[N:24]. The yield is 0.613. (4) The reactants are [CH:1]1([NH2:7])[CH2:6][CH2:5][CH2:4][CH2:3][CH2:2]1.C([O:10][C:11]([C:13]1[C:14](=[O:33])[N:15]([CH2:25][C:26]2[CH:31]=[CH:30][C:29]([F:32])=[CH:28][CH:27]=2)[C:16]2[C:21]([C:22]=1[OH:23])=[CH:20][C:19]([CH3:24])=[CH:18][CH:17]=2)=O)C. The catalyst is C1(C)C=CC=CC=1.O. The product is [CH:1]1([NH:7][C:11]([C:13]2[C:14](=[O:33])[N:15]([CH2:25][C:26]3[CH:31]=[CH:30][C:29]([F:32])=[CH:28][CH:27]=3)[C:16]3[C:21]([C:22]=2[OH:23])=[CH:20][C:19]([CH3:24])=[CH:18][CH:17]=3)=[O:10])[CH2:6][CH2:5][CH2:4][CH2:3][CH2:2]1. The yield is 0.930. (5) The yield is 0.323. The catalyst is C(Cl)Cl. The reactants are [Cl:1][C:2]1[CH:3]=[C:4]([CH:8]2[C:12]([C:15]3[CH:20]=[CH:19][C:18]([Cl:21])=[CH:17][CH:16]=3)([C:13]#[N:14])[CH:11]([CH2:22][C:23]([CH3:26])([CH3:25])[CH3:24])[NH:10][CH:9]2[C:27](O)=[O:28])[CH:5]=[CH:6][CH:7]=1.[F:30][C:31]([F:41])([F:40])[C:32]1[CH:39]=[CH:38][CH:37]=[CH:36][C:33]=1[CH2:34][NH2:35].CN(C(ON1N=NC2C=CC=NC1=2)=[N+](C)C)C.F[P-](F)(F)(F)(F)F.CCN(C(C)C)C(C)C. The product is [F:30][C:31]([F:40])([F:41])[C:32]1[CH:39]=[CH:38][CH:37]=[CH:36][C:33]=1[CH2:34][NH:35][C:27]([CH:9]1[CH:8]([C:4]2[CH:5]=[CH:6][CH:7]=[C:2]([Cl:1])[CH:3]=2)[C:12]([C:15]2[CH:16]=[CH:17][C:18]([Cl:21])=[CH:19][CH:20]=2)([C:13]#[N:14])[CH:11]([CH2:22][C:23]([CH3:26])([CH3:24])[CH3:25])[NH:10]1)=[O:28]. (6) The reactants are [CH3:1][C:2]1([CH3:16])[C:6]([CH3:8])([CH3:7])[O:5][B:4]([C:9]2[CH:14]=[CH:13][C:12]([OH:15])=[CH:11][CH:10]=2)[O:3]1.[CH3:17][C:18]1([CH2:22]O)[CH2:21][O:20][CH2:19]1.C1(P(C2C=CC=CC=2)C2C=CC=CC=2)C=CC=CC=1.N(C(OC(C)C)=O)=NC(OC(C)C)=O. The catalyst is O1CCCC1. The product is [CH3:8][C:6]1([CH3:7])[C:2]([CH3:16])([CH3:1])[O:3][B:4]([C:9]2[CH:14]=[CH:13][C:12]([O:15][CH2:17][C:18]3([CH3:22])[CH2:21][O:20][CH2:19]3)=[CH:11][CH:10]=2)[O:5]1. The yield is 0.870. (7) The reactants are Br[CH2:2][CH2:3][CH2:4][CH2:5][CH2:6][CH:7]=[CH2:8].C([O-])([O-])=O.[K+].[K+].[OH:15][C:16]1[CH:17]=[CH:18][C:19]2[CH2:26][C@@H:25]([CH2:27][OH:28])[NH:24][C:23](=[O:29])[C@H:22]([CH:30]([CH3:32])[CH3:31])[N:21]([CH3:33])[C:20]=2[CH:34]=1. The catalyst is CN(C)C=O. The product is [CH2:2]([O:15][C:16]1[CH:17]=[CH:18][C:19]2[CH2:26][CH:25]([CH2:27][OH:28])[NH:24][C:23](=[O:29])[CH:22]([CH:30]([CH3:32])[CH3:31])[N:21]([CH3:33])[C:20]=2[CH:34]=1)[CH2:3][CH2:4][CH2:5][CH2:6][CH:7]=[CH2:8]. The yield is 0.310.